From a dataset of Forward reaction prediction with 1.9M reactions from USPTO patents (1976-2016). Predict the product of the given reaction. Given the reactants [NH2:1][C:2]1[N:10]=[CH:9][CH:8]=[CH:7][C:3]=1[C:4]([OH:6])=O.ON1C2C=CC=CC=2N=N1.CCN=C=NCCCN(C)C.[Br:32][C:33]1[CH:38]=[CH:37][CH:36]=[CH:35][C:34]=1[O:39][C:40]1[CH:47]=[CH:46][C:43]([CH2:44][NH2:45])=[CH:42][CH:41]=1.C(=O)(O)[O-].[Na+], predict the reaction product. The product is: [Br:32][C:33]1[CH:38]=[CH:37][CH:36]=[CH:35][C:34]=1[O:39][C:40]1[CH:47]=[CH:46][C:43]([CH2:44][NH:45][C:4](=[O:6])[C:3]2[CH:7]=[CH:8][CH:9]=[N:10][C:2]=2[NH2:1])=[CH:42][CH:41]=1.